From a dataset of Forward reaction prediction with 1.9M reactions from USPTO patents (1976-2016). Predict the product of the given reaction. The product is: [Cl:1][C:2]1[CH:19]=[CH:18][CH:17]=[C:16]([CH3:20])[C:3]=1[CH2:4][N:5]1[C:13]2[C:8](=[C:9]([F:14])[CH:10]=[CH:11][CH:12]=2)[C:7]([C:23]2[C:22]([F:21])=[CH:31][C:26]([C:27]([O:29][CH3:30])=[O:28])=[C:25]([O:32][CH3:33])[CH:24]=2)=[N:6]1. Given the reactants [Cl:1][C:2]1[CH:19]=[CH:18][CH:17]=[C:16]([CH3:20])[C:3]=1[CH2:4][N:5]1[C:13]2[C:8](=[C:9]([F:14])[CH:10]=[CH:11][CH:12]=2)[C:7](I)=[N:6]1.[F:21][C:22]1[C:23](B2OC(C)(C)C(C)(C)O2)=[CH:24][C:25]([O:32][CH3:33])=[C:26]([CH:31]=1)[C:27]([O:29][CH3:30])=[O:28].C(=O)([O-])[O-].[Na+].[Na+].N#N, predict the reaction product.